Regression. Given a peptide amino acid sequence and an MHC pseudo amino acid sequence, predict their binding affinity value. This is MHC class I binding data. From a dataset of Peptide-MHC class I binding affinity with 185,985 pairs from IEDB/IMGT. (1) The peptide sequence is KWMILAAEL. The MHC is HLA-B07:02 with pseudo-sequence HLA-B07:02. The binding affinity (normalized) is 0.0782. (2) The peptide sequence is AQIDNYNKF. The MHC is HLA-B35:01 with pseudo-sequence HLA-B35:01. The binding affinity (normalized) is 0. (3) The peptide sequence is PPSGKGGNY. The MHC is HLA-A31:01 with pseudo-sequence HLA-A31:01. The binding affinity (normalized) is 0.0847.